Dataset: Reaction yield outcomes from USPTO patents with 853,638 reactions. Task: Predict the reaction yield, written as a fraction of the theoretical maximum amount of product (1.0 means a 100% yield; for example, 0.34 means a 34% yield). (1) The reactants are [CH:1]([O:4][C:5]([N:7]1[CH2:12][CH2:11][CH:10]([O:13][C:14]2[C:19]([O:20][CH3:21])=[C:18]([NH:22][C:23]3[C:24]([CH3:30])=[N:25][C:26](Br)=[CH:27][CH:28]=3)[N:17]=[CH:16][N:15]=2)[CH2:9][CH2:8]1)=[O:6])([CH3:3])[CH3:2].[NH:31]1[CH:35]=[N:34][CH:33]=[N:32]1.P([O-])([O-])([O-])=O.[K+].[K+].[K+].CNCCNC. The catalyst is CN(C=O)C.[Cu]I. The product is [CH:1]([O:4][C:5]([N:7]1[CH2:12][CH2:11][CH:10]([O:13][C:14]2[C:19]([O:20][CH3:21])=[C:18]([NH:22][C:23]3[C:24]([CH3:30])=[N:25][C:26]([N:31]4[CH:35]=[N:34][CH:33]=[N:32]4)=[CH:27][CH:28]=3)[N:17]=[CH:16][N:15]=2)[CH2:9][CH2:8]1)=[O:6])([CH3:3])[CH3:2]. The yield is 0.140. (2) The reactants are [C:1]([O:4][C@@H:5]1[C@H:9]([CH2:10][CH2:11][CH2:12][CH2:13][CH2:14][CH2:15][C:16]([O:18][CH3:19])=[O:17])[C@@H:8]([CH2:20][O:21][Si](C(C)(C)C)(C)C)[C@H:7]([O:29][CH:30]2[CH2:35][CH2:34][CH2:33][CH2:32][O:31]2)[CH2:6]1)(=[O:3])[CH3:2].[F-].C([N+](CCCC)(CCCC)CCCC)CCC. The catalyst is O1CCCC1. The product is [C:1]([O:4][C@@H:5]1[C@H:9]([CH2:10][CH2:11][CH2:12][CH2:13][CH2:14][CH2:15][C:16]([O:18][CH3:19])=[O:17])[C@@H:8]([CH2:20][OH:21])[C@H:7]([O:29][CH:30]2[CH2:35][CH2:34][CH2:33][CH2:32][O:31]2)[CH2:6]1)(=[O:3])[CH3:2]. The yield is 0.981. (3) The reactants are [OH:1][C:2]1[CH:7]=[CH:6][C:5]([C:8]2[CH:12]=[C:11]([C:13]([NH2:15])=[O:14])[O:10][N:9]=2)=[CH:4][CH:3]=1.C([O-])([O-])=O.[K+].[K+].Br[CH2:23][C:24]1[CH:29]=[CH:28][CH:27]=[CH:26][C:25]=1[S:30]([CH3:33])(=[O:32])=[O:31]. The catalyst is CN(C=O)C.[I-].C([N+](CCCC)(CCCC)CCCC)CCC. The product is [CH3:33][S:30]([C:25]1[CH:26]=[CH:27][CH:28]=[CH:29][C:24]=1[CH2:23][O:1][C:2]1[CH:3]=[CH:4][C:5]([C:8]2[CH:12]=[C:11]([C:13]([NH2:15])=[O:14])[O:10][N:9]=2)=[CH:6][CH:7]=1)(=[O:31])=[O:32]. The yield is 0.0300. (4) The reactants are [NH2:1][C:2]1[CH:7]=[CH:6][CH:5]=[C:4]([CH:8]([CH3:10])[CH3:9])[C:3]=1[OH:11].[Br:12][C:13]1[CH:18]=[CH:17][C:16]([N:19]=[C:20]=S)=[CH:15][CH:14]=1.C(N(CC)CC)C.C(OCC)(=O)C. The catalyst is O1CCCC1.S([O-])([O-])(=O)=O.[Cu+2]. The product is [Br:12][C:13]1[CH:18]=[CH:17][C:16]([NH:19][C:20]2[O:11][C:3]3[C:4]([CH:8]([CH3:9])[CH3:10])=[CH:5][CH:6]=[CH:7][C:2]=3[N:1]=2)=[CH:15][CH:14]=1. The yield is 0.910. (5) The reactants are [Cl:1][C:2]1[N:3]=[N:4][C:5]([NH:8][NH2:9])=[CH:6][CH:7]=1.[C:10]([O:14][CH2:15][CH3:16])(=[O:13])[CH:11]=O. The catalyst is CO. The product is [CH2:15]([O:14][C:10]([CH:11]=[N:9][NH:8][C:5]1[N:4]=[N:3][C:2]([Cl:1])=[CH:7][CH:6]=1)=[O:13])[CH3:16]. The yield is 0.680. (6) The reactants are [CH3:1][C:2]1[N:7]=[C:6]2[CH:8]=[N:9][NH:10][C:5]2=[C:4](O)[CH:3]=1.[OH-].[Na+].P(Cl)(Cl)([Cl:16])=O. No catalyst specified. The product is [CH3:1][C:2]1[N:7]=[C:6]2[CH:8]=[N:9][NH:10][C:5]2=[C:4]([Cl:16])[CH:3]=1. The yield is 0.870. (7) The reactants are [O:1]=[S:2]1(=[O:26])[CH2:7][CH:6]=[C:5]([C:8]2[CH:13]=[C:12]([F:14])[C:11]([C:15]3[N:20]=[C:19]([C:21]([OH:23])=[O:22])[CH:18]=[CH:17][C:16]=3[F:24])=[C:10]([F:25])[CH:9]=2)[CH2:4][CH2:3]1. The catalyst is CCO.[Pd]. The product is [O:26]=[S:2]1(=[O:1])[CH2:3][CH2:4][CH:5]([C:8]2[CH:9]=[C:10]([F:25])[C:11]([C:15]3[N:20]=[C:19]([C:21]([OH:23])=[O:22])[CH:18]=[CH:17][C:16]=3[F:24])=[C:12]([F:14])[CH:13]=2)[CH2:6][CH2:7]1. The yield is 1.00.